From a dataset of Reaction yield outcomes from USPTO patents with 853,638 reactions. Predict the reaction yield, written as a fraction of the theoretical maximum amount of product (1.0 means a 100% yield; for example, 0.34 means a 34% yield). (1) The reactants are Br[CH2:2][C:3]1[N:8]=[C:7]2[N:9]([CH3:12])[N:10]=[CH:11][C:6]2=[C:5]([C:13]2[CH:18]=[CH:17][C:16]([N+:19]([O-:21])=[O:20])=[CH:15][CH:14]=2)[CH:4]=1.[CH3:22][S:23]([O-:25])=[O:24].[Na+]. The catalyst is CCO.CN(C=O)C. The product is [CH3:22][S:23]([CH2:2][C:3]1[N:8]=[C:7]2[N:9]([CH3:12])[N:10]=[CH:11][C:6]2=[C:5]([C:13]2[CH:18]=[CH:17][C:16]([N+:19]([O-:21])=[O:20])=[CH:15][CH:14]=2)[CH:4]=1)(=[O:25])=[O:24]. The yield is 1.00. (2) The reactants are CC([CH2:5][N:6]([CH2:10][CH2:11][NH:12][C:13]1[N:14]=[C:15]([C:32]2[CH:37]=[C:36]([C:38]([NH:40][C:41]3[CH:46]=[CH:45][C:44]([F:47])=[CH:43][CH:42]=3)=[O:39])[CH:35]=[CH:34][C:33]=2[CH3:48])[C:16]2[CH2:21][NH:20][C:19](=[O:22])[N:18]([C:23]3[C:28]([F:29])=[CH:27][CH:26]=[CH:25][C:24]=3[F:30])[C:17]=2[N:31]=1)C(=O)[O-])(C)C.C(O)(C(F)(F)F)=O. The catalyst is C(Cl)Cl. The product is [F:29][C:28]1[CH:27]=[CH:26][CH:25]=[C:24]([F:30])[C:23]=1[N:18]1[C:17]2[N:31]=[C:13]([NH:12][CH2:11][CH2:10][NH:6][CH3:5])[N:14]=[C:15]([C:32]3[CH:37]=[C:36]([CH:35]=[CH:34][C:33]=3[CH3:48])[C:38]([NH:40][C:41]3[CH:42]=[CH:43][C:44]([F:47])=[CH:45][CH:46]=3)=[O:39])[C:16]=2[CH2:21][NH:20][C:19]1=[O:22]. The yield is 0.650. (3) The reactants are Cl.[CH3:2][C:3]1[C:7]([CH2:8][N:9]2[CH:13]=[C:12]([NH2:14])[CH:11]=[N:10]2)=[C:6]([CH3:15])[O:5][N:4]=1.[CH3:16][O:17][C:18]1[CH:19]=[C:20]([CH:24]=[CH:25][CH:26]=1)[C:21](O)=[O:22].C(Cl)CCl.C(N(CC)CC)C. The catalyst is C(Cl)Cl. The product is [CH3:2][C:3]1[C:7]([CH2:8][N:9]2[CH:13]=[C:12]([NH:14][C:21](=[O:22])[C:20]3[CH:24]=[CH:25][CH:26]=[C:18]([O:17][CH3:16])[CH:19]=3)[CH:11]=[N:10]2)=[C:6]([CH3:15])[O:5][N:4]=1. The yield is 0.430. (4) The reactants are [Cl:1][C:2]1[CH:3]=[C:4]([CH:9]=[C:10]([I:12])[CH:11]=1)[C:5](OC)=[O:6].CC(C[AlH]CC(C)C)C. The catalyst is C1COCC1.C1(C)C=CC=CC=1. The product is [Cl:1][C:2]1[CH:3]=[C:4]([CH2:5][OH:6])[CH:9]=[C:10]([I:12])[CH:11]=1. The yield is 0.980. (5) The reactants are Br[C:2]1[CH:3]=[C:4]([C:16]([NH:18][CH2:19][C:20]2[C:21](=[O:28])[NH:22][C:23]([CH3:27])=[CH:24][C:25]=2[CH3:26])=[O:17])[C:5]2[CH:6]=[N:7][N:8]([CH:11]3[CH2:15][CH2:14][CH2:13][CH2:12]3)[C:9]=2[CH:10]=1.[CH3:29][C:30]1(C)C(C)(C)OB(C=C)O1.C([O-])([O-])=O.[Na+].[Na+].CO.C(Cl)Cl. The catalyst is O1CCOCC1.C1C=CC([P]([Pd]([P](C2C=CC=CC=2)(C2C=CC=CC=2)C2C=CC=CC=2)([P](C2C=CC=CC=2)(C2C=CC=CC=2)C2C=CC=CC=2)[P](C2C=CC=CC=2)(C2C=CC=CC=2)C2C=CC=CC=2)(C2C=CC=CC=2)C2C=CC=CC=2)=CC=1. The product is [CH:11]1([N:8]2[C:9]3[CH:10]=[C:2]([CH:29]=[CH2:30])[CH:3]=[C:4]([C:16]([NH:18][CH2:19][C:20]4[C:21](=[O:28])[NH:22][C:23]([CH3:27])=[CH:24][C:25]=4[CH3:26])=[O:17])[C:5]=3[CH:6]=[N:7]2)[CH2:15][CH2:14][CH2:13][CH2:12]1. The yield is 0.682. (6) The reactants are [F:1][C:2]1[CH:23]=[CH:22][C:5]([CH2:6][C@@H:7]2[CH2:12][CH2:11][CH2:10][N:9]([CH2:13][C@@H:14]3[CH2:18][S:17](=[O:20])(=[O:19])[CH2:16][C@H:15]3[NH2:21])[CH2:8]2)=[CH:4][CH:3]=1.[ClH:24].[N+](C1C=CC([O:34][C:35](=O)[NH:36][CH2:37][CH2:38][N:39]2[CH2:44][CH2:43][O:42][CH2:41][CH2:40]2)=CC=1)([O-])=O.C(N(CC)CC)C. The catalyst is CN(C)C=O. The product is [ClH:24].[ClH:24].[F:1][C:2]1[CH:3]=[CH:4][C:5]([CH2:6][C@@H:7]2[CH2:12][CH2:11][CH2:10][N:9]([CH2:13][C@@H:14]3[CH2:18][S:17](=[O:19])(=[O:20])[CH2:16][C@H:15]3[NH:21][C:35]([NH:36][CH2:37][CH2:38][N:39]3[CH2:44][CH2:43][O:42][CH2:41][CH2:40]3)=[O:34])[CH2:8]2)=[CH:22][CH:23]=1. The yield is 0.900. (7) The reactants are O[Li:2].O.C[O:5][C:6](=[O:46])[CH2:7][C:8]1[C:9]([CH2:14][CH2:15][C:16]2[C:21]([C:22]([F:25])([F:24])[F:23])=[CH:20][N:19]=[C:18]([NH:26][C:27]3[CH:32]=[CH:31][C:30]([CH:33]4[CH2:38][CH2:37][N:36]([C:39]([O:41][C:42]([CH3:45])([CH3:44])[CH3:43])=[O:40])[CH2:35][CH2:34]4)=[CH:29][CH:28]=3)[N:17]=2)=[N:10][CH:11]=[CH:12][CH:13]=1. The catalyst is C1COCC1.O.CO. The product is [C:42]([O:41][C:39]([N:36]1[CH2:35][CH2:34][CH:33]([C:30]2[CH:31]=[CH:32][C:27]([NH:26][C:18]3[N:17]=[C:16]([CH2:15][CH2:14][C:9]4[C:8]([CH2:7][C:6]([O-:46])=[O:5])=[CH:13][CH:12]=[CH:11][N:10]=4)[C:21]([C:22]([F:23])([F:24])[F:25])=[CH:20][N:19]=3)=[CH:28][CH:29]=2)[CH2:38][CH2:37]1)=[O:40])([CH3:45])([CH3:43])[CH3:44].[Li+:2]. The yield is 0.910.